This data is from HIV replication inhibition screening data with 41,000+ compounds from the AIDS Antiviral Screen. The task is: Binary Classification. Given a drug SMILES string, predict its activity (active/inactive) in a high-throughput screening assay against a specified biological target. The compound is CCOC(=O)C1=CN=C2C(=O)N(c3ccccc3)N(C)C2(C)C1=N. The result is 0 (inactive).